Task: Predict the reaction yield, written as a fraction of the theoretical maximum amount of product (1.0 means a 100% yield; for example, 0.34 means a 34% yield).. Dataset: Reaction yield outcomes from USPTO patents with 853,638 reactions (1) The reactants are [C:1]([C:4]1[CH:5]=[C:6]([C:10]2[CH:19]=[CH:18][C:13]([C:14]([O:16][CH3:17])=[O:15])=[CH:12][CH:11]=2)[CH:7]=[CH:8][CH:9]=1)([OH:3])=O.[NH2:20][C:21]1[CH:26]=[CH:25][CH:24]=[CH:23][CH:22]=1.C1N(P(Cl)(N2C(=O)OCC2)=O)C(=O)OC1. The catalyst is CN(C=O)C.C(OCC)(=O)C. The product is [C:21]1([NH:20][C:1]([C:4]2[CH:5]=[C:6]([C:10]3[CH:19]=[CH:18][C:13]([C:14]([O:16][CH3:17])=[O:15])=[CH:12][CH:11]=3)[CH:7]=[CH:8][CH:9]=2)=[O:3])[CH:26]=[CH:25][CH:24]=[CH:23][CH:22]=1. The yield is 0.560. (2) The reactants are C[Si]([C:5]#[N:6])(C)C.[C:7]1([C:13]2[C:24]([CH2:25]O)=[C:16]3[C:17]4[CH:23]=[CH:22][O:21][C:18]=4[CH:19]=[CH:20][N:15]3[N:14]=2)[CH:12]=[CH:11][CH:10]=[CH:9][CH:8]=1. The catalyst is ClCCl.C(=O)([O-])O.[Na+]. The product is [C:7]1([C:13]2[C:24]([CH2:25][C:5]#[N:6])=[C:16]3[C:17]4[CH:23]=[CH:22][O:21][C:18]=4[CH:19]=[CH:20][N:15]3[N:14]=2)[CH:8]=[CH:9][CH:10]=[CH:11][CH:12]=1. The yield is 0.730. (3) The reactants are [CH2:1]([O:3][C:4]([C:6]1[C:11]([CH:12]([CH3:14])[CH3:13])=[CH:10][C:9](=O)[NH:8][C:7]=1[CH:16]([CH3:18])[CH3:17])=[O:5])[CH3:2].O=P(Cl)(Cl)[Cl:21]. No catalyst specified. The product is [CH2:1]([O:3][C:4]([C:6]1[C:7]([CH:16]([CH3:18])[CH3:17])=[N:8][C:9]([Cl:21])=[CH:10][C:11]=1[CH:12]([CH3:14])[CH3:13])=[O:5])[CH3:2]. The yield is 0.850. (4) The reactants are C[O:2][C:3]1[CH:8]=[CH:7][C:6]([C:9]2[CH:14]=[CH:13][CH:12]=[CH:11][N:10]=2)=[CH:5][N:4]=1.Cl. No catalyst specified. The product is [N:10]1[CH:11]=[CH:12][CH:13]=[CH:14][C:9]=1[C:6]1[CH:7]=[CH:8][C:3](=[O:2])[NH:4][CH:5]=1. The yield is 0.660. (5) The reactants are CN(C([O:8][N:9]1N=N[C:11]2[CH:12]=[CH:13][CH:14]=[CH:15][C:10]1=2)=[N+](C)C)C.[B-](F)(F)(F)F.C1C=CC2N([OH:32])N=NC=2C=1.[ClH:33].Cl.[NH2:35][CH:36]1[CH:41]2[CH2:42][CH2:43][N:38]([CH2:39][CH2:40]2)[CH2:37]1.[N+](C1[S:51][C:50]([C:52](O)=[O:53])=[CH:49]C=1)([O-])=O.C(N(C(C)C)CC)(C)C. The catalyst is CN(C=O)C. The product is [ClH:33].[N:38]12[CH2:43][CH2:42][CH:41]([CH2:40][CH2:39]1)[CH:36]([NH:35][C:52]([C:50]1[S:51][C:13]3[CH:12]=[CH:11][C:10]([N+:9]([O-:8])=[O:32])=[CH:15][C:14]=3[CH:49]=1)=[O:53])[CH2:37]2. The yield is 0.470. (6) The reactants are [CH:1]1([C@H:7]([CH3:11])[C:8]([OH:10])=O)[CH2:6][CH2:5][CH2:4][CH2:3][CH2:2]1.CN(C(ON1N=NC2C=CC=NC1=2)=[N+](C)C)C.F[P-](F)(F)(F)(F)F.C1C=NC2N(O)N=NC=2C=1.Cl.[CH3:47][O:48][C:49]1[CH:50]=[C:51]([C:55](=[O:59])[CH2:56][NH:57][CH3:58])[CH:52]=[CH:53][CH:54]=1.CCN(CC)CC. The catalyst is CN(C=O)C.O. The product is [CH:1]1([C@H:7]([CH3:11])[C:8]([N:57]([CH2:56][C:55]([C:51]2[CH:52]=[CH:53][CH:54]=[C:49]([O:48][CH3:47])[CH:50]=2)=[O:59])[CH3:58])=[O:10])[CH2:2][CH2:3][CH2:4][CH2:5][CH2:6]1. The yield is 0.690. (7) The reactants are [NH2:1][C:2]1[CH:7]=[C:6]([C:8]([F:11])([F:10])[F:9])[CH:5]=[CH:4][C:3]=1[OH:12].[Br:13][C:14]1[CH:19]=[CH:18][C:17]([N:20]=[C:21]=S)=[CH:16][CH:15]=1.Cl.CN(C)CCCN=C=NCC. The catalyst is C(O)C. The product is [Br:13][C:14]1[CH:19]=[CH:18][C:17]([NH:20][C:21]2[O:12][C:3]3[CH:4]=[CH:5][C:6]([C:8]([F:9])([F:10])[F:11])=[CH:7][C:2]=3[N:1]=2)=[CH:16][CH:15]=1. The yield is 0.620. (8) The reactants are [C:9](O[C:9]([O:11][C:12]([CH3:15])([CH3:14])[CH3:13])=[O:10])([O:11][C:12]([CH3:15])([CH3:14])[CH3:13])=[O:10].C(=O)([O-])O.[Na+].[Br:21][C:22]1[CH:30]=[C:29]2[C:25]([CH2:26][C:27](=[O:31])[NH:28]2)=[CH:24][CH:23]=1. The catalyst is O1CCCC1. The product is [Br:21][C:22]1[CH:30]=[C:29]2[C:25]([CH2:26][C:27](=[O:31])[N:28]2[C:9]([O:11][C:12]([CH3:13])([CH3:14])[CH3:15])=[O:10])=[CH:24][CH:23]=1. The yield is 0.810. (9) The reactants are [CH:1]1([O:6][CH2:7][CH2:8][O:9][C:10]2[CH:20]=[CH:19][C:13]([O:14][CH2:15][CH:16]3[CH2:18][O:17]3)=[CH:12][CH:11]=2)[CH2:5][CH2:4][CH2:3][CH2:2]1.Cl.[NH2:22][CH2:23][CH2:24][NH:25][C:26](=[O:38])[NH:27][C:28]1[CH:29]=[C:30]([CH:35]=[CH:36][CH:37]=1)[C:31]([O:33][CH3:34])=[O:32].C1(OCCOC2C=CC(OCC(O)CNCCNC(NC3C=CC([N+]([O-])=O)=CC=3)=O)=CC=2)CCCC1. The product is [CH:1]1([O:6][CH2:7][CH2:8][O:9][C:10]2[CH:20]=[CH:19][C:13]([O:14][CH2:15][CH:16]([OH:17])[CH2:18][NH:22][CH2:23][CH2:24][NH:25][C:26](=[O:38])[NH:27][C:28]3[CH:29]=[C:30]([CH:35]=[CH:36][CH:37]=3)[C:31]([O:33][CH3:34])=[O:32])=[CH:12][CH:11]=2)[CH2:5][CH2:4][CH2:3][CH2:2]1. No catalyst specified. The yield is 0.240. (10) The reactants are [Br:1][CH2:2][C:3](=O)[C@@H:4]([NH:15]C(=O)OC(C)(C)C)[CH2:5][C:6]1[CH:11]=[CH:10][C:9]([N+:12]([O-:14])=[O:13])=[CH:8][CH:7]=1.[S:24]1[CH:28]=[CH:27][CH:26]=[C:25]1[C:29](=[S:31])[NH2:30].C(OCC)C. The catalyst is CC#N. The product is [BrH:1].[N+:12]([C:9]1[CH:8]=[CH:7][C:6]([CH2:5][C@@H:4]([C:3]2[N:30]=[C:29]([C:25]3[S:24][CH:28]=[CH:27][CH:26]=3)[S:31][CH:2]=2)[NH2:15])=[CH:11][CH:10]=1)([O-:14])=[O:13]. The yield is 0.870.